From a dataset of Acute oral toxicity (LD50) regression data from Zhu et al.. Regression/Classification. Given a drug SMILES string, predict its toxicity properties. Task type varies by dataset: regression for continuous values (e.g., LD50, hERG inhibition percentage) or binary classification for toxic/non-toxic outcomes (e.g., AMES mutagenicity, cardiotoxicity, hepatotoxicity). Dataset: ld50_zhu. (1) The molecule is N#CCCl. The rat oral LD50 is 2.54, given as -log10 of the dose in mol/kg body weight (higher means more acutely toxic). (2) The compound is CCc1cccc(CC)c1N. The rat oral LD50 is 1.92, given as -log10 of the dose in mol/kg body weight (higher means more acutely toxic). (3) The drug is O=C1NCC2(CCN(CCc3ccccc3)CC2)O1. The rat oral LD50 is 2.42, given as -log10 of the dose in mol/kg body weight (higher means more acutely toxic). (4) The drug is C#CCOCC#C. The rat oral LD50 is 2.24, given as -log10 of the dose in mol/kg body weight (higher means more acutely toxic). (5) The drug is CCCNC(=O)OCC(O)C1COc2ccccc2O1. The rat oral LD50 is 2.27, given as -log10 of the dose in mol/kg body weight (higher means more acutely toxic). (6) The molecule is CCN1CCCc2ccccc21. The rat oral LD50 is 1.96, given as -log10 of the dose in mol/kg body weight (higher means more acutely toxic). (7) The rat oral LD50 is 1.81, given as -log10 of the dose in mol/kg body weight (higher means more acutely toxic). The drug is COc1nc(C)nc(NC(=O)NS(=O)(=O)c2ccccc2Cl)n1. (8) The molecule is CC(=O)OCC=C(C)C. The rat oral LD50 is 1.63, given as -log10 of the dose in mol/kg body weight (higher means more acutely toxic). (9) The drug is CCOC(=O)c1ccc(OC)cc1. The rat oral LD50 is 1.95, given as -log10 of the dose in mol/kg body weight (higher means more acutely toxic). (10) The molecule is O=C(CF)Nc1ccc(Br)cc1. The rat oral LD50 is 3.90, given as -log10 of the dose in mol/kg body weight (higher means more acutely toxic).